Dataset: Full USPTO retrosynthesis dataset with 1.9M reactions from patents (1976-2016). Task: Predict the reactants needed to synthesize the given product. (1) Given the product [OH:19][C:16]1[CH:17]=[CH:18][C:13]([C:8]2[CH:9]=[C:10]3[C:5](=[CH:6][CH:7]=2)[CH:4]=[C:3]([OH:2])[CH:12]=[CH:11]3)=[CH:14][CH:15]=1, predict the reactants needed to synthesize it. The reactants are: C[O:2][C:3]1[CH:12]=[CH:11][C:10]2[C:5](=[CH:6][CH:7]=[C:8]([C:13]3[CH:18]=[CH:17][C:16]([O:19]C)=[CH:15][CH:14]=3)[CH:9]=2)[CH:4]=1.Cl.[NH+]1C=CC=CC=1. (2) The reactants are: [N:1]1[C:6]2[NH:7][C:8]3[CH2:16][CH:15]4[N:11]([CH2:12][CH2:13][CH2:14]4)[CH2:10][C:9]=3[C:5]=2[CH:4]=[CH:3][CH:2]=1.[H-].[Na+].CC1C=CC(S(O[CH2:30][CH2:31][C:32]2[CH:33]=[N:34][C:35]([CH3:38])=[CH:36][CH:37]=2)(=O)=O)=CC=1. Given the product [CH3:38][C:35]1[N:34]=[CH:33][C:32]([CH2:31][CH2:30][N:7]2[C:8]3[CH2:16][CH:15]4[N:11]([CH2:12][CH2:13][CH2:14]4)[CH2:10][C:9]=3[C:5]3[CH:4]=[CH:3][CH:2]=[N:1][C:6]2=3)=[CH:37][CH:36]=1, predict the reactants needed to synthesize it. (3) Given the product [NH2:17][C:3]1[C:2]([Cl:1])=[C:9]([N:10]2[CH2:15][CH2:14][N:13]([C:21]([O:23][C:24]([CH3:27])([CH3:26])[CH3:25])=[O:20])[CH2:12][C:11]2=[O:16])[CH:8]=[C:5]([C:6]#[N:7])[CH:4]=1, predict the reactants needed to synthesize it. The reactants are: [Cl:1][C:2]1[C:9]([N:10]2[CH2:15][CH2:14][NH:13][CH2:12][C:11]2=[O:16])=[CH:8][C:5]([C:6]#[N:7])=[CH:4][C:3]=1[N+:17]([O-])=O.[O:20](C(OC(C)(C)C)=O)[C:21]([O:23][C:24]([CH3:27])([CH3:26])[CH3:25])=O.